This data is from Reaction yield outcomes from USPTO patents with 853,638 reactions. The task is: Predict the reaction yield, written as a fraction of the theoretical maximum amount of product (1.0 means a 100% yield; for example, 0.34 means a 34% yield). (1) The reactants are [C:1]([CH2:3][P:4](=[O:11])([O:8][CH2:9][CH3:10])[O:5][CH2:6][CH3:7])#[N:2].C[Si]([N-][Si](C)(C)C)(C)C.[Na+].Br[CH2:23][C:24]([CH2:47][CH3:48])=[CH:25][CH2:26][C:27]1[C:35]([O:36][CH2:37][CH2:38][Si:39]([CH3:42])([CH3:41])[CH3:40])=[C:34]2[C:30]([CH2:31][O:32][C:33]2=[O:43])=[C:29]([CH3:44])[C:28]=1[O:45][CH3:46].[Cl-].[NH4+]. The catalyst is C1COCC1. The product is [CH2:6]([O:5][P:4]([CH:3]([C:1]#[N:2])[CH2:23][C:24]([CH2:47][CH3:48])=[CH:25][CH2:26][C:27]1[C:35]([O:36][CH2:37][CH2:38][Si:39]([CH3:42])([CH3:40])[CH3:41])=[C:34]2[C:30](=[C:29]([CH3:44])[C:28]=1[O:45][CH3:46])[CH2:31][O:32][C:33]2=[O:43])(=[O:11])[O:8][CH2:9][CH3:10])[CH3:7]. The yield is 0.420. (2) The reactants are [C:1]1([C:7]2[C:12]([C:13]([F:16])([F:15])[F:14])=[N:11][NH:10][C:9](=O)[CH:8]=2)[CH:6]=[CH:5][CH:4]=[CH:3][CH:2]=1.P(Cl)(Cl)([Cl:20])=O.C(=O)([O-])O.[Na+].ClCCl. The catalyst is C(#N)C. The product is [Cl:20][C:9]1[N:10]=[N:11][C:12]([C:13]([F:16])([F:15])[F:14])=[C:7]([C:1]2[CH:6]=[CH:5][CH:4]=[CH:3][CH:2]=2)[CH:8]=1. The yield is 0.320. (3) The reactants are C([O:14][C:15]([C:17]1([O:20]/[N:21]=[C:22](/[C:56]2[N:57]=[C:58]([NH:61]C(OC(C)(C)C)=O)[S:59][CH:60]=2)\[C:23]([NH:25][C@@H:26]2[C:29](=[O:30])[N:28]([S:31]([OH:34])(=[O:33])=[O:32])[C@@H:27]2[CH2:35][N:36]2[N:40]=[C:39]([CH2:41][N:42]3[CH2:47][CH2:46][CH:45]([NH:48]C(OC(C)(C)C)=O)[CH2:44][CH2:43]3)[CH:38]=[N:37]2)=[O:24])[CH2:19][CH2:18]1)=[O:16])(C1C=CC=CC=1)C1C=CC=CC=1.C1(OC)C=CC=CC=1.C(O)(C(F)(F)F)=O. The catalyst is C(Cl)Cl. The product is [NH2:48][CH:45]1[CH2:44][CH2:43][N:42]([CH2:41][C:39]2[CH:38]=[N:37][N:36]([CH2:35][C@@H:27]3[C@H:26]([NH:25][C:23](=[O:24])/[C:22](=[N:21]\[O:20][C:17]4([C:15]([OH:16])=[O:14])[CH2:18][CH2:19]4)/[C:56]4[N:57]=[C:58]([NH2:61])[S:59][CH:60]=4)[C:29](=[O:30])[N:28]3[S:31]([OH:34])(=[O:32])=[O:33])[N:40]=2)[CH2:47][CH2:46]1. The yield is 0.0730. (4) The reactants are [CH:1]([C:4]1[C:5]([C:16]([OH:18])=O)=[N:6][CH:7]=[C:8]([N:10]2[CH2:15][CH2:14][O:13][CH2:12][CH2:11]2)[CH:9]=1)([CH3:3])[CH3:2].F[P-](F)(F)(F)(F)F.N1(OC(N(C)C)=[N+](C)C)C2N=CC=CC=2N=N1.C(N(C(C)C)CC)(C)C.[Cl:52][C:53]1[CH:60]=[CH:59][C:56]([CH2:57][NH2:58])=[CH:55][CH:54]=1. The catalyst is C(Cl)Cl. The product is [Cl:52][C:53]1[CH:60]=[CH:59][C:56]([CH2:57][NH:58][C:16]([C:5]2[C:4]([CH:1]([CH3:2])[CH3:3])=[CH:9][C:8]([N:10]3[CH2:11][CH2:12][O:13][CH2:14][CH2:15]3)=[CH:7][N:6]=2)=[O:18])=[CH:55][CH:54]=1. The yield is 0.500.